Dataset: Peptide-MHC class I binding affinity with 185,985 pairs from IEDB/IMGT. Task: Regression. Given a peptide amino acid sequence and an MHC pseudo amino acid sequence, predict their binding affinity value. This is MHC class I binding data. The peptide sequence is QLKYKYPAL. The MHC is BoLA-HD6 with pseudo-sequence BoLA-HD6. The binding affinity (normalized) is 0.797.